Dataset: Experimentally validated miRNA-target interactions with 360,000+ pairs, plus equal number of negative samples. Task: Binary Classification. Given a miRNA mature sequence and a target amino acid sequence, predict their likelihood of interaction. (1) The miRNA is hsa-miR-5692c with sequence AAUAAUAUCACAGUAGGUGUAC. The protein sequence of the target gene is MTQSVVVQVGQCGNQIGCCFWDLALREHAAVNQKGIYDEAISSFFRNVDTRVVGDGGSISKGKICSLKARAVLIDMEEGVVNEILQGPLRDVFDTKQLITDISGSGNNWAVGHKVFGSLYQDQILEKFRKSAEHCDCLQCFFIIHSMGGGTGSGLGTFLLKVLEDEFPEVYRFVTSIYPSGEDDVITSPYNSILAMKELNEHADCVLPIDNQSLFDIISKIDLMVNSGKLGTTVKPKSLVTSSSGALKKQHKKPFDAMNNIVANLLLNLTSSARFEGSLNMDLNEISMNLVPFPQLHYLV.... Result: 0 (no interaction). (2) The miRNA is hsa-miR-4715-3p with sequence GUGCCACCUUAACUGCAGCCAAU. The protein sequence of the target gene is MKEAGQMQNLESARAGRSVSTQTGSMTGQIPRLSKVNLFTLLSLWMELFPAEAQRQKSQKNEEGKHGPLGDNEERTRVSTDKRQVKRTGLVVVKNMKIVGLHCSSEDLHAGQIALIKHGSRLKNCDLYFSRKPCSACLKMIVNAGVNRISYWPADPEISLLTEASSSEDAKLDAKAVERLKSNSRAHVCVLLQPLVCYMVQFVEETSYKCDFIQKITKTLPDANTDFYYECKQERIKEYEMLFLVSNEEMHKQILMTIGLENLCENPYFSNLRQNMKDLILLLATVASSVPNFKHFGFYR.... Result: 0 (no interaction). (3) The miRNA is hsa-miR-3646 with sequence AAAAUGAAAUGAGCCCAGCCCA. The protein sequence of the target gene is MGPLSAPPCTQRITWKGLLLTALLLNFWNLPTTAQVTIEAEPTKVSKGKDVLLLVHNLPQNLAGYIWYKGQMKDLYHYITSYVVDGQIIIYGPAYSGRETVYSNASLLIQNVTREDAGSYTLHIVKRGDGTRGETGHFTFTLYLETPKPSISSSNLYPREDMEAVSLTCDPETPDASYLWWMNGQSLPMTHSLQLSKNKRTLFLFGVTKYTAGPYECEIRNPVSASRSDPVTLNLLPKLPKPYITINNLNPRENKDVLAFTCEPKSENYTYIWWLNGQSLPVSPRVKRPIENRILILPSV.... Result: 0 (no interaction). (4) The miRNA is hsa-miR-7110-3p with sequence UCUCUCUCCCACUUCCCUGCAG. The protein sequence of the target gene is MEVLAAETTSQQERLQAIAEKRKRQAEIENKRRQLEDERRQLQHLKSKALRERWLLEGTPSSASEGDEDLRRQMQDDEQKTRLLEDSVSRLEKEIEVLERGDSAPATAKENAAAPSPVRAPAPSPAKEERKTEVVMNSQQTPVGTPKDKRVSNTPLRTVDGSPMMKAAMYSVEITVEKDKVTGETRVLSSTTLLPRQPLPLGIKVYEDETKVVHAVDGTAENGIHPLSSSEVDELIHKADEVTLSEAGSTAGAAETRGAVEGAARTTPSRREITGVQAQPGEATSGPPGIQPGQEPPVTM.... Result: 1 (interaction). (5) The miRNA is mmu-miR-467d-3p with sequence AUAUACAUACACACACCUACAC. The protein sequence of the target gene is METETKTLPLENASILSEGSLQEGHRLWIGNLDPKITEYHLLKLLQKFGKVKQFDFLFHKSGALEGQPRGYCFVNFETKQEAEQAIQCLNGKLALSKKLVVRWAHAQVKRYDHNKNDKILPISLEPSSSTEPAQSNLSVTAKIKAIEAKLKMMAENPDAEYPAAPVYSYFKPPDKKRTTPYSRTAWKSRR. Result: 0 (no interaction). (6) The miRNA is cel-miR-787-3p with sequence UAAGCUCGUUUUAGUAUCUUUCG. The protein sequence of the target gene is MRNPGGPGWASKRPLQKKQNTACLCAQQPARHFVPAPFNSSRQGKNTAQPTEPSLSSVIAPTLFCAFLYLACVTAELPEVSRRMATSGVRSKEGRREHAFVPEPFTGTNLAPSLWLHRFEVIDDLNHWDHATKLRFLKESLKGDALDVYNGLSSQAQGDFSFVKQALLRAFGAPGEAFSEPEEILFANSMGKGYYLKGKVGHVPVRFLVDSGAQVSVVHPALWEEVTDGDLDTLRPFNNVVKVANGAEMKILGVWDTEISLGKTKLKAEFLVANASAEEAIIGTDVLQDHNAVLDFEHRT.... Result: 0 (no interaction).